The task is: Predict which catalyst facilitates the given reaction.. This data is from Catalyst prediction with 721,799 reactions and 888 catalyst types from USPTO. Reactant: [CH2:1]([C:3]1[C:11]([CH3:12])=[C:10]([O:13]C)[CH:9]=[CH:8][C:4]=1[C:5]([OH:7])=[O:6])[CH3:2].B(Br)(Br)Br. Product: [CH2:1]([C:3]1[C:11]([CH3:12])=[C:10]([OH:13])[CH:9]=[CH:8][C:4]=1[C:5]([OH:7])=[O:6])[CH3:2]. The catalyst class is: 4.